This data is from Forward reaction prediction with 1.9M reactions from USPTO patents (1976-2016). The task is: Predict the product of the given reaction. (1) Given the reactants [N+:1]([C:4]1[CH:13]=[CH:12][CH:11]=[C:10]2[C:5]=1[CH:6]=[CH:7][C:8](Cl)=[N:9]2)([O-])=O.[CH3:15][O:16][C:17]1[CH:24]=[CH:23][CH:22]=[CH:21][C:18]=1[CH2:19][NH2:20].[CH3:25][C:26]1[N:27]=[CH:28][NH:29][C:30]=1[CH:31]=O, predict the reaction product. The product is: [CH3:15][O:16][C:17]1[CH:24]=[CH:23][CH:22]=[CH:21][C:18]=1[CH2:19][NH:20][C:8]1[CH:7]=[CH:6][C:5]2[C:4]([NH:1][CH2:25][C:26]3[NH:27][CH:28]=[N:29][C:30]=3[CH3:31])=[CH:13][CH:12]=[CH:11][C:10]=2[N:9]=1. (2) Given the reactants [CH:1]([C:3]1[NH:4][C:5]2[C:6]([N:11]=1)=[N:7][CH:8]=[CH:9][CH:10]=2)=C.I([O-])(=O)(=O)=[O:13].[Na+].O1CCOCC1, predict the reaction product. The product is: [CH:1]([C:3]1[NH:4][C:5]2[C:6]([N:11]=1)=[N:7][CH:8]=[CH:9][CH:10]=2)=[O:13]. (3) Given the reactants C(OC([N:8]1[CH2:19][CH:18]2[CH2:20][CH:10]([CH2:11][C:12]3[C:13](=[O:22])[N:14]([CH3:21])[CH:15]=[CH:16][C:17]=32)[CH2:9]1)=O)(C)(C)C.Cl, predict the reaction product. The product is: [CH3:21][N:14]1[C:13](=[O:22])[C:12]2[CH2:11][CH:10]3[CH2:9][N:8]([CH2:19][CH2:18][CH2:20]3)[C:17]=2[CH:16]=[CH:15]1. (4) Given the reactants [OH:1][CH:2]([CH2:24][CH2:25][CH2:26][O:27][Si:28]([C:41]([CH3:44])([CH3:43])[CH3:42])([C:35]1[CH:40]=[CH:39][CH:38]=[CH:37][CH:36]=1)[C:29]1[CH:34]=[CH:33][CH:32]=[CH:31][CH:30]=1)[CH2:3][CH2:4][CH2:5][O:6][Si:7]([C:20]([CH3:23])([CH3:22])[CH3:21])([C:14]1[CH:19]=[CH:18][CH:17]=[CH:16][CH:15]=1)[C:8]1[CH:13]=[CH:12][CH:11]=[CH:10][CH:9]=1.C1C=C[NH+]=CC=1.[O-][Cr](Cl)(=O)=O, predict the reaction product. The product is: [Si:7]([O:6][CH2:5][CH2:4][CH2:3][C:2](=[O:1])[CH2:24][CH2:25][CH2:26][O:27][Si:28]([C:41]([CH3:44])([CH3:43])[CH3:42])([C:35]1[CH:36]=[CH:37][CH:38]=[CH:39][CH:40]=1)[C:29]1[CH:30]=[CH:31][CH:32]=[CH:33][CH:34]=1)([C:20]([CH3:21])([CH3:22])[CH3:23])([C:14]1[CH:19]=[CH:18][CH:17]=[CH:16][CH:15]=1)[C:8]1[CH:9]=[CH:10][CH:11]=[CH:12][CH:13]=1. (5) Given the reactants [CH2:1]([C:8]1[C:9](Cl)=[N:10][C:11]2[C:16]([CH:17]=1)=[CH:15][C:14]([Br:18])=[CH:13][CH:12]=2)[C:2]1[CH:7]=[CH:6][CH:5]=[CH:4][CH:3]=1.[CH3:20][O-:21].[Na+], predict the reaction product. The product is: [CH2:1]([C:8]1[C:9]([O:21][CH3:20])=[N:10][C:11]2[C:16]([CH:17]=1)=[CH:15][C:14]([Br:18])=[CH:13][CH:12]=2)[C:2]1[CH:7]=[CH:6][CH:5]=[CH:4][CH:3]=1. (6) Given the reactants [F:1][CH:2]([F:25])[C:3]1[N:8]2[N:9]=[CH:10][C:11]([C:12](O)=[O:13])=[C:7]2[N:6]=[C:5]([C:15]2[CH:20]=[CH:19][C:18]([C:21]([F:24])([F:23])[F:22])=[CH:17][CH:16]=2)[CH:4]=1.[NH2:26][C:27]1[CH:28]=[C:29]([S:33]([NH:36][CH2:37][CH2:38][C:39]2[CH:44]=[CH:43][N:42]=[CH:41][CH:40]=2)(=[O:35])=[O:34])[CH:30]=[CH:31][CH:32]=1, predict the reaction product. The product is: [N:42]1[CH:43]=[CH:44][C:39]([CH2:38][CH2:37][NH:36][S:33]([C:29]2[CH:28]=[C:27]([NH:26][C:12]([C:11]3[CH:10]=[N:9][N:8]4[C:3]([CH:2]([F:25])[F:1])=[CH:4][C:5]([C:15]5[CH:16]=[CH:17][C:18]([C:21]([F:24])([F:22])[F:23])=[CH:19][CH:20]=5)=[N:6][C:7]=34)=[O:13])[CH:32]=[CH:31][CH:30]=2)(=[O:35])=[O:34])=[CH:40][CH:41]=1. (7) Given the reactants [C:1]1([C:7]2[O:8][C:9]([CH3:15])=[C:10]([C:12]([OH:14])=[O:13])[N:11]=2)[CH:6]=[CH:5][CH:4]=[CH:3][CH:2]=1.C(Cl)Cl.[C:19](Cl)(=O)[C:20](Cl)=O.C(N(CC)CC)C, predict the reaction product. The product is: [CH2:19]([O:13][C:12]([C:10]1[N:11]=[C:7]([C:1]2[CH:2]=[CH:3][CH:4]=[CH:5][CH:6]=2)[O:8][C:9]=1[CH3:15])=[O:14])[CH3:20]. (8) Given the reactants [OH:1][C:2]1[CH:7]=[CH:6][C:5]([CH:8]2[CH2:10][CH:9]2[C:11]([O:13][CH3:14])=[O:12])=[CH:4][CH:3]=1.[O:15]=[S:16]1(=[O:39])[CH2:21][CH2:20][CH:19]([O:22][C:23]2[CH:28]=[C:27]([CH3:29])[C:26]([C:30]3[CH:35]=[CH:34][CH:33]=[C:32]([CH2:36]O)[CH:31]=3)=[C:25]([CH3:38])[CH:24]=2)[CH2:18][CH2:17]1.C(P(CCCC)CCCC)CCC.N(C(N1CCCCC1)=O)=NC(N1CCCCC1)=O, predict the reaction product. The product is: [O:15]=[S:16]1(=[O:39])[CH2:21][CH2:20][CH:19]([O:22][C:23]2[CH:28]=[C:27]([CH3:29])[C:26]([C:30]3[CH:35]=[CH:34][CH:33]=[C:32]([CH2:36][O:1][C:2]4[CH:3]=[CH:4][C:5]([CH:8]5[CH2:10][CH:9]5[C:11]([O:13][CH3:14])=[O:12])=[CH:6][CH:7]=4)[CH:31]=3)=[C:25]([CH3:38])[CH:24]=2)[CH2:18][CH2:17]1. (9) Given the reactants Cl.[F:2][C:3]1[CH:8]=[CH:7][C:6]([C:9]2[CH:10]=[N:11][N:12]([CH2:14][C@@H:15]([NH2:17])[CH3:16])[CH:13]=2)=[CH:5][CH:4]=1.[F:18][C:19]1[CH:20]=[CH:21][C:22]([C:28]2[N:33]=[CH:32][CH:31]=[CH:30][N:29]=2)=[C:23]([CH:27]=1)[C:24](O)=[O:25], predict the reaction product. The product is: [F:18][C:19]1[CH:20]=[CH:21][C:22]([C:28]2[N:29]=[CH:30][CH:31]=[CH:32][N:33]=2)=[C:23]([CH:27]=1)[C:24]([NH:17][C@@H:15]([CH3:16])[CH2:14][N:12]1[CH:13]=[C:9]([C:6]2[CH:5]=[CH:4][C:3]([F:2])=[CH:8][CH:7]=2)[CH:10]=[N:11]1)=[O:25]. (10) Given the reactants Cl.[C:2]([C:5]1[CH:10]=[CH:9][C:8]([CH2:11][NH:12][C:13]([C:15]2[CH:19]=[C:18]([CH3:20])[N:17]([C:21]3[CH:26]=[CH:25][C:24]([F:27])=[CH:23][CH:22]=3)[C:16]=2[CH3:28])=[O:14])=[CH:7][CH:6]=1)(=[NH:4])[NH2:3].C(=O)([O-])[O-].[K+].[K+].Cl[C:36]([O:38][CH2:39][CH2:40][CH2:41][CH2:42][CH2:43][CH3:44])=[O:37], predict the reaction product. The product is: [NH2:4]/[C:2](=[N:3]\[C:36](=[O:37])[O:38][CH2:39][CH2:40][CH2:41][CH2:42][CH2:43][CH3:44])/[C:5]1[CH:10]=[CH:9][C:8]([CH2:11][NH:12][C:13]([C:15]2[CH:19]=[C:18]([CH3:20])[N:17]([C:21]3[CH:22]=[CH:23][C:24]([F:27])=[CH:25][CH:26]=3)[C:16]=2[CH3:28])=[O:14])=[CH:7][CH:6]=1.